Task: Predict the product of the given reaction.. Dataset: Forward reaction prediction with 1.9M reactions from USPTO patents (1976-2016) (1) Given the reactants C([O:8][C@H:9]1[C@H:14]([O:15]CC2C=CC=CC=2)[C@@H:13]([O:23]CC2C=CC=CC=2)[C@@H:12]([C:31]#[CH:32])[O:11][C@@H:10]1[CH2:33][O:34]CC1C=CC=CC=1)C1C=CC=CC=1.B(F)(F)F.CCOCC, predict the reaction product. The product is: [C:31]([C@@H:12]1[C@H:13]([OH:23])[C@@H:14]([OH:15])[C@H:9]([OH:8])[C@@H:10]([CH2:33][OH:34])[O:11]1)#[CH:32]. (2) Given the reactants S([O-])(O)(=O)=O.[CH3:6][N+:7]1[CH:11]=[CH:10][N:9]([CH2:12][CH3:13])[CH:8]=1.[C:14]([OH:17])(=[O:16])[CH3:15], predict the reaction product. The product is: [C:14]([O-:17])(=[O:16])[CH3:15].[CH3:6][N+:7]1[CH:11]=[CH:10][N:9]([CH2:12][CH3:13])[CH:8]=1. (3) Given the reactants [C:1]([OH:12])(=[O:11])[C:2]1[CH:10]=[C:8]([OH:9])[C:6]([OH:7])=[C:4]([OH:5])[CH:3]=1.[C:13]1(O)[C:22]2[C:17](=[CH:18][CH:19]=[CH:20][CH:21]=2)[CH:16]=[C:15]([OH:23])[CH:14]=1, predict the reaction product. The product is: [OH:5][C:4]1[CH:3]=[C:2]([CH:10]=[C:8]([OH:9])[C:6]=1[OH:7])[C:1]([O:12][C:13]1[C:22]2[C:17](=[CH:18][CH:19]=[CH:20][CH:21]=2)[CH:16]=[C:15]([O:23][C:1](=[O:11])[C:2]2[CH:10]=[C:8]([OH:9])[C:6]([OH:7])=[C:4]([OH:5])[CH:3]=2)[CH:14]=1)=[O:11]. (4) Given the reactants [CH3:1][C:2]1[CH:3]=[C:4]([CH:7]=[C:8]([CH3:11])[C:9]=1[OH:10])[CH:5]=[O:6].Br[C:13]([CH3:22])([CH3:21])[C:14]([O:16][C:17]([CH3:20])([CH3:19])[CH3:18])=[O:15].C(=O)([O-])[O-].[K+].[K+], predict the reaction product. The product is: [CH:5]([C:4]1[CH:7]=[C:8]([CH3:11])[C:9]([O:10][C:13]([CH3:22])([CH3:21])[C:14]([O:16][C:17]([CH3:20])([CH3:19])[CH3:18])=[O:15])=[C:2]([CH3:1])[CH:3]=1)=[O:6]. (5) Given the reactants Cl[C:2]1C=C(N[C@H]2CC(=O)N(C)C2)C=C[C:3]=1C#N.[Cl:18][C:19]1[CH:20]=[C:21]([NH:27][C@H:28]([CH2:37][N:38]([CH3:51])S(C2C=CC=CC=2[N+]([O-])=O)(=O)=O)[CH2:29][C:30]([O:32][C:33]([CH3:36])([CH3:35])[CH3:34])=[O:31])[CH:22]=[CH:23][C:24]=1[C:25]#[N:26], predict the reaction product. The product is: [Cl:18][C:19]1[CH:20]=[C:21]([NH:27][C@H:28]([CH2:37][NH:38][CH2:51][CH2:2][CH3:3])[CH2:29][C:30]([O:32][C:33]([CH3:34])([CH3:35])[CH3:36])=[O:31])[CH:22]=[CH:23][C:24]=1[C:25]#[N:26]. (6) Given the reactants [CH2:1]([O:3][C:4]1[C:9]2[C:10](=[N:13]O)[CH2:11][O:12][C:8]=2[CH:7]=[CH:6][CH:5]=1)[CH3:2], predict the reaction product. The product is: [CH2:1]([O:3][C:4]1[C:9]2[CH:10]([NH2:13])[CH2:11][O:12][C:8]=2[CH:7]=[CH:6][CH:5]=1)[CH3:2]. (7) Given the reactants [NH2:1]/[C:2](/[CH2:9][CH2:10][CH3:11])=[CH:3]/[C:4]([O:6][CH2:7][CH3:8])=[O:5].[O:12]1[CH2:17][C:16](=O)[CH2:15][C:14](=[O:19])[CH2:13]1.[Br:20][C:21]1[CH:22]=[C:23]([CH:26]=[CH:27][C:28]=1[F:29])[CH:24]=O, predict the reaction product. The product is: [Br:20][C:21]1[CH:22]=[C:23]([CH:24]2[C:3]([C:4]([O:6][CH2:7][CH3:8])=[O:5])=[C:2]([CH2:9][CH2:10][CH3:11])[NH:1][C:16]3[CH2:17][O:12][CH2:13][C:14](=[O:19])[C:15]2=3)[CH:26]=[CH:27][C:28]=1[F:29]. (8) Given the reactants Cl[C:2]1[CH:11]=[CH:10][C:5]([C:6]([O:8][CH3:9])=[O:7])=[CH:4][N:3]=1.[NH:12]1[CH2:17][CH2:16][O:15][CH2:14][CH2:13]1.C(=O)([O-])[O-].[K+].[K+].CN(C=O)C, predict the reaction product. The product is: [N:12]1([C:2]2[CH:11]=[CH:10][C:5]([C:6]([O:8][CH3:9])=[O:7])=[CH:4][N:3]=2)[CH2:17][CH2:16][O:15][CH2:14][CH2:13]1.